Dataset: Catalyst prediction with 721,799 reactions and 888 catalyst types from USPTO. Task: Predict which catalyst facilitates the given reaction. (1) Reactant: [NH2:1][C:2]1[CH:3]=[C:4]([NH:16][C:17](=[O:19])[CH3:18])[CH:5]=[C:6]([C:8]2[C:13]([F:14])=[CH:12][CH:11]=[CH:10][C:9]=2[F:15])[CH:7]=1.[Br:20][C:21]1[CH:22]=[C:23]([N+:28]([O-:30])=[O:29])[C:24](Cl)=[N:25][CH:26]=1.[F-].[K+]. Product: [Br:20][C:21]1[CH:22]=[C:23]([N+:28]([O-:30])=[O:29])[C:24]([NH:1][C:2]2[CH:3]=[C:4]([NH:16][C:17](=[O:19])[CH3:18])[CH:5]=[C:6]([C:8]3[C:13]([F:14])=[CH:12][CH:11]=[CH:10][C:9]=3[F:15])[CH:7]=2)=[N:25][CH:26]=1. The catalyst class is: 3. (2) Reactant: FC(F)(F)C([NH:5][CH2:6][CH:7]1[O:12][CH2:11][CH2:10][NH:9][CH2:8]1)=O.C(N(CC)C(C)C)(C)C.[F:24][C:25]1[CH:26]=[C:27]([CH:30]=[CH:31][CH:32]=1)[CH2:28]Br. Product: [F:24][C:25]1[CH:26]=[C:27]([CH:30]=[CH:31][CH:32]=1)[CH2:28][N:9]1[CH2:10][CH2:11][O:12][CH:7]([CH2:6][NH2:5])[CH2:8]1. The catalyst class is: 9. (3) The catalyst class is: 78. Reactant: [CH3:1][C:2]1[CH:10]=[CH:9][C:8]([N+:11]([O-])=O)=[CH:7][C:3]=1[C:4]([OH:6])=[O:5].O1CCCC1. Product: [NH2:11][C:8]1[CH:9]=[CH:10][C:2]([CH3:1])=[C:3]([CH:7]=1)[C:4]([OH:6])=[O:5]. (4) Reactant: [F:1][C:2]1([F:18])[CH2:7][CH2:6][C:5]([C:11]2[CH:12]=[N:13][C:14]([CH3:17])=[N:15][CH:16]=2)([C:8]([OH:10])=O)[CH2:4][CH2:3]1.Cl.[CH3:20][NH:21][O:22][CH3:23].C1C=CC2N(O)N=NC=2C=1.CCN=C=NCCCN(C)C.Cl.CCN(C(C)C)C(C)C. The catalyst class is: 18. Product: [F:18][C:2]1([F:1])[CH2:3][CH2:4][C:5]([C:11]2[CH:12]=[N:13][C:14]([CH3:17])=[N:15][CH:16]=2)([C:8]([N:21]([O:22][CH3:23])[CH3:20])=[O:10])[CH2:6][CH2:7]1. (5) Reactant: [C:1]([C@@H:3]1[CH2:7][CH2:6][CH2:5][N:4]1[C:8]([O:10]C(C)(C)C)=O)#[N:2].C(O)(C(F)(F)F)=O.[CH2:22]([C:33]1[CH:41]=[CH:40][C:36](C(O)=O)=[CH:35][CH:34]=1)[CH2:23][CH2:24][CH2:25][CH2:26][CH2:27][CH2:28][CH2:29][CH2:30][CH2:31][CH3:32]. Product: [CH2:22]([C:33]1[CH:34]=[CH:35][C:36]([C:8]([N:4]2[CH2:5][CH2:6][CH2:7][C@H:3]2[C:1]#[N:2])=[O:10])=[CH:40][CH:41]=1)[CH2:23][CH2:24][CH2:25][CH2:26][CH2:27][CH2:28][CH2:29][CH2:30][CH2:31][CH3:32]. The catalyst class is: 25.